This data is from Reaction yield outcomes from USPTO patents with 853,638 reactions. The task is: Predict the reaction yield, written as a fraction of the theoretical maximum amount of product (1.0 means a 100% yield; for example, 0.34 means a 34% yield). (1) The reactants are [N:1]12[CH2:9][CH2:8][CH:5]([CH2:6][CH2:7]1)[NH:4][C:3](=O)[CH2:2]2.O1CCOCC1. The catalyst is O. The product is [N:1]12[CH2:9][CH2:8][CH:5]([CH2:6][CH2:7]1)[NH:4][CH2:3][CH2:2]2. The yield is 0.780. (2) The reactants are [N:1]1([CH2:7][CH2:8][O:9][C:10]2[CH:15]=[CH:14][C:13]([NH2:16])=[CH:12][CH:11]=2)[CH2:6][CH2:5][CH2:4][CH2:3][CH2:2]1.[CH3:17][C:18]1[CH:26]=[CH:25][CH:24]=[C:23]2[C:19]=1[C:20](=[CH:28]O)[C:21](=[O:27])[NH:22]2. No catalyst specified. The product is [CH3:17][C:18]1[CH:26]=[CH:25][CH:24]=[C:23]2[C:19]=1[C:20](=[CH:28][NH:16][C:13]1[CH:12]=[CH:11][C:10]([O:9][CH2:8][CH2:7][N:1]3[CH2:2][CH2:3][CH2:4][CH2:5][CH2:6]3)=[CH:15][CH:14]=1)[C:21](=[O:27])[NH:22]2. The yield is 0.490. (3) The reactants are C[O:2][C:3](=[O:22])[C:4]1[CH:9]=[CH:8][C:7]([C:10]#[C:11][C:12]2[CH:17]=[CH:16][C:15]([O:18][CH:19]3[CH2:21][CH2:20]3)=[CH:14][CH:13]=2)=[CH:6][CH:5]=1.CCO.[OH-].[Na+].OP(O)(O)=O. The catalyst is O. The product is [CH:19]1([O:18][C:15]2[CH:14]=[CH:13][C:12]([C:11]#[C:10][C:7]3[CH:8]=[CH:9][C:4]([C:3]([OH:22])=[O:2])=[CH:5][CH:6]=3)=[CH:17][CH:16]=2)[CH2:20][CH2:21]1. The yield is 0.988. (4) The reactants are [C:1]1([CH2:7][NH:8][CH:9]2[CH2:14][CH2:13][CH2:12][NH:11][CH2:10]2)[CH:6]=[CH:5][CH:4]=[CH:3][CH:2]=1.[O:15]=[C:16](Cl)OC(Cl)(Cl)Cl. The catalyst is C1(C)C=CC=CC=1. The product is [C:1]1([CH2:7][N:8]2[C:16](=[O:15])[N:11]3[CH2:10][CH:9]2[CH2:14][CH2:13][CH2:12]3)[CH:2]=[CH:3][CH:4]=[CH:5][CH:6]=1. The yield is 0.300. (5) The catalyst is C(Cl)Cl. The reactants are O(S(C(F)(F)F)(=O)=O)S(C(F)(F)F)(=O)=O.[CH2:16]([O:23][N:24]1[C:30](=[O:31])[N:29]2[CH2:32][C@H:25]1[CH2:26][CH2:27][C@H:28]2[C:33]([NH:35][NH:36][C:37](=[O:41])[C:38]([NH2:40])=[O:39])=O)[C:17]1[CH:22]=[CH:21][CH:20]=[CH:19][CH:18]=1.N1C=CC=CC=1. The product is [CH2:16]([O:23][N:24]1[C:30](=[O:31])[N:29]2[CH2:32][C@H:25]1[CH2:26][CH2:27][C@H:28]2[C:33]1[O:41][C:37]([C:38]([NH2:40])=[O:39])=[N:36][N:35]=1)[C:17]1[CH:22]=[CH:21][CH:20]=[CH:19][CH:18]=1. The yield is 0.470. (6) The reactants are Br[C:2]1[CH:7]=[CH:6][CH:5]=[C:4]([CH2:8][CH2:9][O:10][CH:11]2[CH2:16][CH2:15][CH2:14][CH2:13][O:12]2)[N:3]=1.[CH:17]1([NH2:22])[CH2:21][CH2:20][CH2:19][CH2:18]1.CC(C)([O-])C.[Na+]. The catalyst is COCCOC.C(Cl)Cl. The product is [CH:17]1([NH:22][C:2]2[CH:7]=[CH:6][CH:5]=[C:4]([CH2:8][CH2:9][O:10][CH:11]3[CH2:16][CH2:15][CH2:14][CH2:13][O:12]3)[N:3]=2)[CH2:21][CH2:20][CH2:19][CH2:18]1. The yield is 0.660. (7) The reactants are [OH:1][C:2]1[CH:3]=[C:4]2[C:9](=[CH:10][C:11]=1[CH3:12])[N:8]=[CH:7][CH:6]=[CH:5]2.Cl[C:14]1[C:23]2[C:18](=[CH:19][C:20]([O:26][CH3:27])=[C:21]([O:24][CH3:25])[CH:22]=2)[N:17]=[CH:16][CH:15]=1.O. The catalyst is CN(C)C1C=CN=CC=1.ClC1C=CC=CC=1Cl. The product is [CH3:25][O:24][C:21]1[CH:22]=[C:23]2[C:18](=[CH:19][C:20]=1[O:26][CH3:27])[N:17]=[CH:16][CH:15]=[C:14]2[O:1][C:2]1[CH:3]=[C:4]2[C:9](=[CH:10][C:11]=1[CH3:12])[N:8]=[CH:7][CH:6]=[CH:5]2. The yield is 0.600. (8) The reactants are [Br:1][C:2]1[CH:3]=[C:4]2[C:8](=[CH:9][CH:10]=1)[NH:7][C:6](=[O:11])[CH2:5]2.[CH2:12]([N:14]([CH2:37][CH3:38])[CH2:15][CH2:16][CH2:17][NH:18][C:19]([C:21]1[C:25]([C:26]2[CH:31]=[CH:30][CH:29]=[CH:28][CH:27]=2)=[C:24]([CH:32]=O)[NH:23][C:22]=1[CH:34]([CH3:36])[CH3:35])=[O:20])[CH3:13]. No catalyst specified. The product is [CH2:37]([N:14]([CH2:12][CH3:13])[CH2:15][CH2:16][CH2:17][NH:18][C:19]([C:21]1[C:25]([C:26]2[CH:31]=[CH:30][CH:29]=[CH:28][CH:27]=2)=[C:24]([CH:32]=[C:5]2[C:4]3[C:8](=[CH:9][CH:10]=[C:2]([Br:1])[CH:3]=3)[NH:7][C:6]2=[O:11])[NH:23][C:22]=1[CH:34]([CH3:36])[CH3:35])=[O:20])[CH3:38]. The yield is 0.710. (9) The reactants are C([Mg]Br)(C)C.[OH:6][C@@H:7]1[CH2:12][CH2:11][C@H:10]([NH:13][CH2:14][CH2:15][C:16]2([C:29](OCC)=[O:30])[CH2:21][CH2:20][CH2:19][N:18]([C:22]([O:24][C:25]([CH3:28])([CH3:27])[CH3:26])=[O:23])[CH2:17]2)[CH2:9][CH2:8]1. The catalyst is O. The product is [OH:6][C@@H:7]1[CH2:12][CH2:11][C@H:10]([N:13]2[CH2:14][CH2:15][C:16]3([CH2:21][CH2:20][CH2:19][N:18]([C:22]([O:24][C:25]([CH3:27])([CH3:26])[CH3:28])=[O:23])[CH2:17]3)[C:29]2=[O:30])[CH2:9][CH2:8]1. The yield is 0.850.